This data is from hERG potassium channel inhibition data for cardiac toxicity prediction from Karim et al.. The task is: Regression/Classification. Given a drug SMILES string, predict its toxicity properties. Task type varies by dataset: regression for continuous values (e.g., LD50, hERG inhibition percentage) or binary classification for toxic/non-toxic outcomes (e.g., AMES mutagenicity, cardiotoxicity, hepatotoxicity). Dataset: herg_karim. (1) The compound is COc1ccc2nccc([C@@H](O)CC[C@@H]3CCN(C4CC(c5c(F)cccc5F)C4)C[C@@H]3C(=O)O)c2c1. The result is 0 (non-blocker). (2) The drug is NC(=O)c1nnc(N[C@@H]2CCCC[C@@H]2N)nc1Nc1cccc(-n2nccn2)c1. The result is 1 (blocker). (3) The molecule is N[C@H]1CN(C(=O)c2cnc3ccccc3n2)C(=O)[C@H]1C(=O)N1CCCC1. The result is 0 (non-blocker). (4) The compound is N#Cc1ccc(S(=O)(=O)NCCCN2CC3CN(CCOc4ccc(C#N)cc4F)CC(C2)O3)cc1. The result is 0 (non-blocker). (5) The compound is CN1CCN=C1c1ccc(C(=O)N2CCN(S(=O)(=O)c3cc4ccc(Cl)cc4s3)CC2CC(=O)N2CCC(C(=O)O)CC2)cc1. The result is 0 (non-blocker). (6) The result is 0 (non-blocker). The molecule is N#Cc1nc(CCCNCC(=O)O)cc(-c2cccc(C(F)(F)F)c2)n1. (7) The result is 0 (non-blocker). The drug is COc1cnc(-c2c(C)ccc(F)c2CCNC(=O)c2ccc(COCC(F)(F)F)nc2)cn1. (8) The drug is O=C(NC1CCN(Cc2ccc(OCCCN(C3CC3)C3CC3)c(F)c2)CC1)c1cc(=O)c2ccc(F)cc2o1. The result is 1 (blocker).